This data is from NCI-60 drug combinations with 297,098 pairs across 59 cell lines. The task is: Regression. Given two drug SMILES strings and cell line genomic features, predict the synergy score measuring deviation from expected non-interaction effect. (1) Drug 1: COC1=CC(=CC(=C1O)OC)C2C3C(COC3=O)C(C4=CC5=C(C=C24)OCO5)OC6C(C(C7C(O6)COC(O7)C8=CC=CS8)O)O. Drug 2: C1=CC(=CC=C1CC(C(=O)O)N)N(CCCl)CCCl.Cl. Cell line: MDA-MB-231. Synergy scores: CSS=35.7, Synergy_ZIP=-0.00691, Synergy_Bliss=1.57, Synergy_Loewe=-6.49, Synergy_HSA=3.82. (2) Drug 1: C1=NC2=C(N=C(N=C2N1C3C(C(C(O3)CO)O)F)Cl)N. Drug 2: C1=NC(=NC(=O)N1C2C(C(C(O2)CO)O)O)N. Cell line: SK-OV-3. Synergy scores: CSS=30.4, Synergy_ZIP=1.56, Synergy_Bliss=5.47, Synergy_Loewe=3.18, Synergy_HSA=7.22. (3) Synergy scores: CSS=32.4, Synergy_ZIP=-10.6, Synergy_Bliss=-0.926, Synergy_Loewe=-1.55, Synergy_HSA=-0.941. Cell line: OVCAR-8. Drug 1: C1=NC(=NC(=O)N1C2C(C(C(O2)CO)O)O)N. Drug 2: CC(C)CN1C=NC2=C1C3=CC=CC=C3N=C2N. (4) Drug 1: C1CCC(CC1)NC(=O)N(CCCl)N=O. Drug 2: COC1=C2C(=CC3=C1OC=C3)C=CC(=O)O2. Cell line: SF-268. Synergy scores: CSS=19.8, Synergy_ZIP=0.629, Synergy_Bliss=-0.932, Synergy_Loewe=-6.51, Synergy_HSA=-1.88. (5) Drug 1: COC1=C(C=C2C(=C1)N=CN=C2NC3=CC(=C(C=C3)F)Cl)OCCCN4CCOCC4. Drug 2: C1=NC2=C(N=C(N=C2N1C3C(C(C(O3)CO)O)O)F)N. Synergy scores: CSS=37.0, Synergy_ZIP=-2.70, Synergy_Bliss=1.53, Synergy_Loewe=-9.09, Synergy_HSA=1.50. Cell line: HCT-15. (6) Drug 1: C1=CN(C(=O)N=C1N)C2C(C(C(O2)CO)O)O.Cl. Drug 2: C1CN(P(=O)(OC1)NCCCl)CCCl. Cell line: OVCAR3. Synergy scores: CSS=5.93, Synergy_ZIP=-2.73, Synergy_Bliss=4.33, Synergy_Loewe=-16.0, Synergy_HSA=-0.388. (7) Drug 1: CC1=C(C=C(C=C1)NC2=NC=CC(=N2)N(C)C3=CC4=NN(C(=C4C=C3)C)C)S(=O)(=O)N.Cl. Drug 2: C1=C(C(=O)NC(=O)N1)F. Cell line: SK-MEL-2. Synergy scores: CSS=26.7, Synergy_ZIP=-1.20, Synergy_Bliss=-5.00, Synergy_Loewe=-13.0, Synergy_HSA=-7.61.